From a dataset of Full USPTO retrosynthesis dataset with 1.9M reactions from patents (1976-2016). Predict the reactants needed to synthesize the given product. (1) Given the product [C:1]([O:5][C:6](=[O:34])[CH2:7][CH:8]([C:25]1[S:26][C:27]2[CH:33]=[CH:32][CH:31]=[CH:30][C:28]=2[N:29]=1)[CH2:9][CH2:10][CH2:11][CH2:12][CH2:13][CH2:14][C:15]1[CH:24]=[CH:23][C:22]2[CH2:21][CH2:20][CH2:19][NH:18][C:17]=2[N:16]=1)([CH3:4])([CH3:2])[CH3:3], predict the reactants needed to synthesize it. The reactants are: [C:1]([O:5][C:6](=[O:34])[CH:7]=[C:8]([C:25]1[S:26][C:27]2[CH:33]=[CH:32][CH:31]=[CH:30][C:28]=2[N:29]=1)[CH2:9][CH2:10][CH2:11][CH2:12][CH2:13][CH2:14][C:15]1[CH:24]=[CH:23][C:22]2[CH2:21][CH2:20][CH2:19][NH:18][C:17]=2[N:16]=1)([CH3:4])([CH3:3])[CH3:2].[H][H]. (2) Given the product [CH3:19][Si:20]([NH:13][C@@H:10]1[C:11](=[O:12])[N:8]2[C:7]([C:16]([O:18][Si:20]([CH3:27])([CH3:26])[CH3:19])=[O:17])=[C:6]([CH2:5][O:4][C:2](=[O:3])[CH3:1])[CH2:15][S:14][C@H:9]12)([CH3:27])[CH3:26], predict the reactants needed to synthesize it. The reactants are: [CH3:1][C:2]([O:4][CH2:5][C:6]1[CH2:15][S:14][C@@H:9]2[C@H:10]([NH2:13])[C:11](=[O:12])[N:8]2[C:7]=1[C:16]([OH:18])=[O:17])=[O:3].[CH3:19][Si:20]([CH3:27])([CH3:26])N[Si:20]([CH3:27])([CH3:26])[CH3:19].C(N)(=O)C.N1C=CN=C1. (3) Given the product [Cl:13][C:11]1[CH:10]=[CH:9][C:8]([CH:14]([NH:18][C:19]2[CH:20]=[CH:21][C:22]([O:25][CH3:26])=[CH:23][CH:24]=2)[CH:15]([F:17])[F:16])=[C:7]([CH:12]=1)[CH2:6][NH:5][C:36](=[O:37])[C@@H:35]1[CH2:39][CH2:40][CH2:41][N:34]1[C:27]([O:29][C:30]([CH3:32])([CH3:31])[CH3:33])=[O:28], predict the reactants needed to synthesize it. The reactants are: C(Cl)CCl.[NH2:5][CH2:6][C:7]1[CH:12]=[C:11]([Cl:13])[CH:10]=[CH:9][C:8]=1[CH:14]([NH:18][C:19]1[CH:24]=[CH:23][C:22]([O:25][CH3:26])=[CH:21][CH:20]=1)[CH:15]([F:17])[F:16].[C:27]([N:34]1[CH2:41][CH2:40][CH2:39][C@H:35]1[C:36](O)=[O:37])([O:29][C:30]([CH3:33])([CH3:32])[CH3:31])=[O:28].C1C=NC2N(O)N=NC=2C=1. (4) Given the product [CH:26]12[CH2:35][CH:30]3[CH2:31][CH:32]([CH2:34][CH:28]([CH2:29]3)[CH:27]1[NH:36][C:23]([C:14]1[CH:15]=[N:16][C:17]3[C:22](=[CH:21][CH:20]=[CH:19][CH:18]=3)[N:13]=1)=[O:25])[CH2:33]2, predict the reactants needed to synthesize it. The reactants are: C(N1C=CN=C1)(N1C=CN=C1)=O.[N:13]1[C:22]2[C:17](=[CH:18][CH:19]=[CH:20][CH:21]=2)[N:16]=[CH:15][C:14]=1[C:23]([OH:25])=O.[CH:26]12[CH2:35][CH:30]3[CH2:31][CH:32]([CH2:34][CH:28]([CH2:29]3)[CH:27]1[NH2:36])[CH2:33]2. (5) Given the product [N:25]1([NH:24][C:3]([C:5]2[O:9][N:8]=[C:7]([O:10][CH2:11][C:12]3[C:13]([C:18]4[CH:23]=[CH:22][CH:21]=[CH:20][N:19]=4)=[N:14][O:15][C:16]=3[CH3:17])[CH:6]=2)=[O:4])[CH2:30][CH2:29][CH2:28][CH2:27][CH2:26]1, predict the reactants needed to synthesize it. The reactants are: CO[C:3]([C:5]1[O:9][N:8]=[C:7]([O:10][CH2:11][C:12]2[C:13]([C:18]3[CH:23]=[CH:22][CH:21]=[CH:20][N:19]=3)=[N:14][O:15][C:16]=2[CH3:17])[CH:6]=1)=[O:4].[NH2:24][N:25]1[CH2:30][CH2:29][CH2:28][CH2:27][CH2:26]1. (6) Given the product [S:35]1[C:39]2[CH:40]=[CH:41][CH:42]=[CH:43][C:38]=2[N:37]=[C:36]1[S:44][CH2:2][CH2:3][C:4]1[CH:5]=[CH:6][C:7]([CH:10]2[CH2:15][CH2:14][N:13]([C:16]([O:18][C:19]([CH3:22])([CH3:21])[CH3:20])=[O:17])[CH2:12][CH:11]2[O:23][CH2:24][C:25]2[CH:34]=[CH:33][C:32]3[C:27](=[CH:28][CH:29]=[CH:30][CH:31]=3)[CH:26]=2)=[CH:8][CH:9]=1, predict the reactants needed to synthesize it. The reactants are: O[CH2:2][CH2:3][C:4]1[CH:9]=[CH:8][C:7]([CH:10]2[CH2:15][CH2:14][N:13]([C:16]([O:18][C:19]([CH3:22])([CH3:21])[CH3:20])=[O:17])[CH2:12][CH:11]2[O:23][CH2:24][C:25]2[CH:34]=[CH:33][C:32]3[C:27](=[CH:28][CH:29]=[CH:30][CH:31]=3)[CH:26]=2)=[CH:6][CH:5]=1.[S:35]1[C:39]2[CH:40]=[CH:41][CH:42]=[CH:43][C:38]=2[N:37]=[C:36]1[S:44][S:44][C:36]1[S:35][C:39]2[CH:40]=[CH:41][CH:42]=[CH:43][C:38]=2[N:37]=1. (7) Given the product [Br:1][C:2]1[C:3]([CH2:11][CH3:12])=[C:4]([CH2:8][CH2:9][NH:10][C:25](=[O:26])[C:24]([F:35])([F:34])[F:23])[CH:5]=[CH:6][CH:7]=1, predict the reactants needed to synthesize it. The reactants are: [Br:1][C:2]1[C:3]([CH2:11][CH3:12])=[C:4]([CH2:8][CH2:9][NH2:10])[CH:5]=[CH:6][CH:7]=1.CCN(CC)CC.C(Cl)Cl.[F:23][C:24]([F:35])([F:34])[C:25](O[C:25](=[O:26])[C:24]([F:35])([F:34])[F:23])=[O:26]. (8) The reactants are: [Cl:1][C:2]1[CH:3]=[CH:4][C:5]2[NH:10][C:9](=[O:11])[O:8][C:7]([C:14]([F:17])([F:16])[F:15])([CH:12]=[CH2:13])[C:6]=2[CH:18]=1.[H-].[Na+].[CH3:21]I.[Cl-].[NH4+]. Given the product [Cl:1][C:2]1[CH:3]=[CH:4][C:5]2[N:10]([CH3:21])[C:9](=[O:11])[O:8][C:7]([C:14]([F:15])([F:16])[F:17])([CH:12]=[CH2:13])[C:6]=2[CH:18]=1, predict the reactants needed to synthesize it. (9) Given the product [C:1]([NH:8][C:9]1[N:14]=[C:13]([N:15]2[C:23]3[CH:22]=[CH:21][CH:20]=[C:19]([C:24]([NH:26][CH2:27][C:28]4[CH:33]=[CH:32][CH:31]=[C:30]([O:34][CH3:35])[CH:29]=4)=[O:25])[C:18]=3[CH:17]=[CH:16]2)[CH:12]=[CH:11][N:10]=1)(=[O:3])[CH3:2], predict the reactants needed to synthesize it. The reactants are: [C:1](OC(=O)C)(=[O:3])[CH3:2].[NH2:8][C:9]1[N:14]=[C:13]([N:15]2[C:23]3[CH:22]=[CH:21][CH:20]=[C:19]([C:24]([NH:26][CH2:27][C:28]4[CH:33]=[CH:32][CH:31]=[C:30]([O:34][CH3:35])[CH:29]=4)=[O:25])[C:18]=3[CH:17]=[CH:16]2)[CH:12]=[CH:11][N:10]=1. (10) Given the product [Cl:35][C:32]1[CH:31]=[CH:30][C:29]([N:27]([CH3:28])[C:24]2[CH:25]=[CH:26][C:21]([C:20]([C:18]3[CH:17]=[CH:16][C:15]([NH:37][S:7]([C:1]4[CH:6]=[CH:5][CH:4]=[CH:3][CH:2]=4)(=[O:9])=[O:8])=[C:14]([CH:19]=3)[C:13]([OH:38])=[O:12])=[O:36])=[N:22][CH:23]=2)=[CH:34][CH:33]=1, predict the reactants needed to synthesize it. The reactants are: [C:1]1([S:7](Cl)(=[O:9])=[O:8])[CH:6]=[CH:5][CH:4]=[CH:3][CH:2]=1.C[O:12][C:13](=[O:38])[C:14]1[CH:19]=[C:18]([C:20](=[O:36])[C:21]2[CH:26]=[CH:25][C:24]([N:27]([C:29]3[CH:34]=[CH:33][C:32]([Cl:35])=[CH:31][CH:30]=3)[CH3:28])=[CH:23][N:22]=2)[CH:17]=[CH:16][C:15]=1[NH2:37].